Dataset: TCR-epitope binding with 47,182 pairs between 192 epitopes and 23,139 TCRs. Task: Binary Classification. Given a T-cell receptor sequence (or CDR3 region) and an epitope sequence, predict whether binding occurs between them. (1) The epitope is KLSYGIATV. The TCR CDR3 sequence is CASSSLQGDGQKYTEAFF. Result: 0 (the TCR does not bind to the epitope). (2) The epitope is FLPRVFSAV. The TCR CDR3 sequence is CASSHPYSYEQYF. Result: 0 (the TCR does not bind to the epitope). (3) The epitope is CLGGLLTMV. The TCR CDR3 sequence is CASSLASEAFNEQFF. Result: 0 (the TCR does not bind to the epitope).